From a dataset of Catalyst prediction with 721,799 reactions and 888 catalyst types from USPTO. Predict which catalyst facilitates the given reaction. Reactant: C(OC([NH:11][C@H:12]1[C@H:17]2[O:18][C@H:14]([CH2:15][CH2:16]2)[C@H:13]1[C:19]([O:21][CH3:22])=[O:20])=O)C1C=CC=CC=1. Product: [NH2:11][C@H:12]1[C@H:17]2[O:18][C@H:14]([CH2:15][CH2:16]2)[C@H:13]1[C:19]([O:21][CH3:22])=[O:20]. The catalyst class is: 78.